Dataset: Reaction yield outcomes from USPTO patents with 853,638 reactions. Task: Predict the reaction yield, written as a fraction of the theoretical maximum amount of product (1.0 means a 100% yield; for example, 0.34 means a 34% yield). The reactants are [C:1]([C:4]([CH3:45])([CH3:44])[CH2:5][O:6][C:7]([N:9]1[CH2:13][C@@H:12]([N:14]([CH2:27][C:28]2[CH:33]=[C:32]([C:34]([F:37])([F:36])[F:35])[CH:31]=[C:30]([C:38]([F:41])([F:40])[F:39])[CH:29]=2)[C:15]2[N:20]=[CH:19][C:18]([C:21]3[CH:22]=[N:23][N:24]([CH3:26])[CH:25]=3)=[CH:17][N:16]=2)[CH2:11][C@H:10]1[CH2:42][CH3:43])=[O:8])(O)=[O:2].[Cl-].[NH4+].Cl.C1C=[N:53]C2N(O)N=NC=2C=1.C(N(CC)CC)C. The catalyst is CN(C=O)C. The product is [C:1]([C:4]([CH3:45])([CH3:44])[CH2:5][O:6][C:7]([N:9]1[CH2:13][C@@H:12]([N:14]([CH2:27][C:28]2[CH:29]=[C:30]([C:38]([F:41])([F:39])[F:40])[CH:31]=[C:32]([C:34]([F:36])([F:35])[F:37])[CH:33]=2)[C:15]2[N:20]=[CH:19][C:18]([C:21]3[CH:22]=[N:23][N:24]([CH3:26])[CH:25]=3)=[CH:17][N:16]=2)[CH2:11][C@H:10]1[CH2:42][CH3:43])=[O:8])(=[O:2])[NH2:53]. The yield is 0.400.